This data is from Catalyst prediction with 721,799 reactions and 888 catalyst types from USPTO. The task is: Predict which catalyst facilitates the given reaction. (1) Reactant: Br[C:2]1[CH:7]=[CH:6][C:5]([S:8]([N:11]2[CH2:25][CH2:24][C:14]3([O:19][CH2:18][C:17](=[O:20])[N:16]([CH:21]4[CH2:23][CH2:22]4)[CH2:15]3)[CH2:13][CH2:12]2)(=[O:10])=[O:9])=[CH:4][CH:3]=1.[C:26]1(B(O)O)[CH:31]=[CH:30][CH:29]=[CH:28][CH:27]=1.C(=O)([O-])[O-].[K+].[K+]. Product: [C:2]1([C:26]2[CH:31]=[CH:30][CH:29]=[CH:28][CH:27]=2)[CH:7]=[CH:6][C:5]([S:8]([N:11]2[CH2:25][CH2:24][C:14]3([O:19][CH2:18][C:17](=[O:20])[N:16]([CH:21]4[CH2:23][CH2:22]4)[CH2:15]3)[CH2:13][CH2:12]2)(=[O:10])=[O:9])=[CH:4][CH:3]=1. The catalyst class is: 872. (2) Reactant: [N+:1]([C:4]1[CH:5]=[N:6][C:7]2[C:12]([C:13]=1O)=[CH:11][CH:10]=[CH:9][CH:8]=2)([O-:3])=[O:2].S(Cl)([Cl:17])=O.CN(C=O)C. Product: [Cl:17][C:13]1[C:12]2[C:7](=[CH:8][CH:9]=[CH:10][CH:11]=2)[N:6]=[CH:5][C:4]=1[N+:1]([O-:3])=[O:2]. The catalyst class is: 4. (3) Reactant: [CH2:1]([C:3]1[CH:4]=[C:5]2[C:10](=[CH:11][C:12]=1[OH:13])[O:9][C:8]([C:14]([O-:16])=[O:15])=[C:7]([C:17]1[S:18][CH:19]=[C:20]([CH3:22])[N:21]=1)[C:6]2=[O:23])[CH3:2].[C:24]1(O)[CH:29]=[CH:28][CH:27]=[CH:26][CH:25]=1. Product: [C:24]1([O:15][C:14]([C:8]2[O:9][C:10]3[C:5]([C:6](=[O:23])[C:7]=2[C:17]2[S:18][CH:19]=[C:20]([CH3:22])[N:21]=2)=[CH:4][C:3]([CH2:1][CH3:2])=[C:12]([OH:13])[CH:11]=3)=[O:16])[CH:29]=[CH:28][CH:27]=[CH:26][CH:25]=1. The catalyst class is: 124. (4) Reactant: [N+:1]([O-:4])([OH:3])=[O:2].O.O.O.O.O.O.[N+:11]([O-:14])([O-:13])=[O:12].[La+3:15].[N+:16]([O-:19])([O-:18])=[O:17].[N+]([O-])([O-])=O. Product: [N+:1]([O-:4])([O-:3])=[O:2].[La+3:15].[N+:11]([O-:14])([O-:13])=[O:12].[N+:16]([O-:19])([O-:18])=[O:17]. The catalyst class is: 6. (5) Reactant: [N:1]1[C:5]2[CH:6]=[CH:7][CH:8]=[CH:9][C:4]=2[NH:3][C:2]=1[CH2:10][CH2:11][C:12]1[CH:13]=[C:14]([OH:18])[CH:15]=[CH:16][CH:17]=1.C([O-])([O-])=O.[K+].[K+].[CH2:25](I)[CH3:26].C(C1C2NC(CC)=NC=2C=CC=1)C. Product: [N:1]1[C:5]2[CH:6]=[CH:7][CH:8]=[CH:9][C:4]=2[NH:3][C:2]=1[CH2:10][CH2:11][C:12]1[CH:17]=[CH:16][CH:15]=[C:14]([O:18][CH2:25][CH3:26])[CH:13]=1. The catalyst class is: 3. (6) Reactant: [Br:1][C:2]1[CH:3]=[N:4][C:5](Cl)=[N:6][CH:7]=1.[CH3:9][S-:10].[Na+]. Product: [Br:1][C:2]1[CH:3]=[N:4][C:5]([S:10][CH3:9])=[N:6][CH:7]=1. The catalyst class is: 14. (7) Reactant: Br[C:2]1[C:3]([NH2:8])=[N:4][CH:5]=[CH:6][CH:7]=1.[CH:9]1([O:15][C:16]2[CH:21]=[CH:20][C:19](B(O)O)=[CH:18][CH:17]=2)[CH2:14][CH2:13][CH2:12][CH2:11][CH2:10]1.C(=O)([O-])[O-].[Na+].[Na+]. Product: [CH:16]1([O:15][C:9]2[CH:14]=[CH:13][C:12]([C:2]3[C:3]([NH2:8])=[N:4][CH:5]=[CH:6][CH:7]=3)=[CH:11][CH:10]=2)[CH2:21][CH2:20][CH2:19][CH2:18][CH2:17]1. The catalyst class is: 108. (8) Reactant: [CH3:1][O:2][C:3]1[CH:8]=[CH:7][C:6]([C:9]2[CH:17]=[CH:16][CH:15]=[C:14]3[C:10]=2[CH2:11][C:12](=[O:18])[NH:13]3)=[CH:5][CH:4]=1.[CH3:19][C:20]1[CH:24]=[C:23]([CH3:25])[NH:22][C:21]=1[CH:26]=O. Product: [CH3:19][C:20]1[CH:24]=[C:23]([CH3:25])[NH:22][C:21]=1[CH:26]=[C:11]1[C:10]2[C:14](=[CH:15][CH:16]=[CH:17][C:9]=2[C:6]2[CH:7]=[CH:8][C:3]([O:2][CH3:1])=[CH:4][CH:5]=2)[NH:13][C:12]1=[O:18]. The catalyst class is: 360.